Dataset: Full USPTO retrosynthesis dataset with 1.9M reactions from patents (1976-2016). Task: Predict the reactants needed to synthesize the given product. (1) Given the product [Cl:8][C:9]1[CH:20]=[CH:19][C:12]([C:13]([C:7]2[N:3]([CH2:1][CH3:2])[CH:4]=[N:5][CH:6]=2)=[O:14])=[CH:11][CH:10]=1, predict the reactants needed to synthesize it. The reactants are: [CH2:1]([N:3]1[CH:7]=[CH:6][N:5]=[CH:4]1)[CH3:2].[Cl:8][C:9]1[CH:20]=[CH:19][C:12]([C:13](N(OC)C)=[O:14])=[CH:11][CH:10]=1.CN1C=CN=C1.FC1N=CC(C(N(OC)C)=O)=CC=1. (2) The reactants are: C(OC([N:8]1[CH2:12][CH:11]([O:13][C:14]2[C:23]3[C:18](=[CH:19][C:20]([O:24][CH3:25])=[CH:21][CH:22]=3)[N:17]=[C:16]([C:26]3[CH:31]=[CH:30][CH:29]=[CH:28][CH:27]=3)[CH:15]=2)[CH2:10][CH:9]1[C:32](=[O:44])[NH:33][C:34]1([C:39]([O:41][CH2:42][CH3:43])=[O:40])[CH2:36][CH:35]1[CH:37]=[CH2:38])=O)(C)(C)C.C1(C)C=CC=CC=1. Given the product [CH2:42]([O:41][C:39]([C:34]1([NH:33][C:32]([CH:9]2[CH2:10][CH:11]([O:13][C:14]3[C:23]4[C:18](=[CH:19][C:20]([O:24][CH3:25])=[CH:21][CH:22]=4)[N:17]=[C:16]([C:26]4[CH:27]=[CH:28][CH:29]=[CH:30][CH:31]=4)[CH:15]=3)[CH2:12][NH:8]2)=[O:44])[CH2:36][CH:35]1[CH:37]=[CH2:38])=[O:40])[CH3:43], predict the reactants needed to synthesize it. (3) Given the product [C:12]([O:11][C:9]([N:6]1[CH2:7][CH2:8][C:3]([C:16]2[CH:21]=[CH:20][C:19]([Cl:22])=[C:18]([Cl:23])[CH:17]=2)([C:1]([OH:42])=[O:25])[CH2:4][CH2:5]1)=[O:10])([CH3:14])([CH3:15])[CH3:13], predict the reactants needed to synthesize it. The reactants are: [C:1]([C:3]1([C:16]2[CH:21]=[CH:20][C:19]([Cl:22])=[C:18]([Cl:23])[CH:17]=2)[CH2:8][CH2:7][N:6]([C:9]([O:11][C:12]([CH3:15])([CH3:14])[CH3:13])=[O:10])[CH2:5][CH2:4]1)#N.Cl.[OH-:25].[Na+].CC(OC(OC(OC(C)(C)C)=O)=O)(C)C.[OH2:42]. (4) The reactants are: [CH3:1][C:2]1([CH3:16])[C:15]2[CH:14]=[CH:13][CH:12]=[CH:11][C:10]=2[NH:9][C:8]2[C:3]1=[CH:4][CH:5]=[CH:6][CH:7]=2.[Br-:17].[Br-:18].[Br-].C[N+](C)(C)C1C=CC=CC=1.C[N+](C1C=CC=CC=1)(C)C.C[N+](C1C=CC=CC=1)(C)C. Given the product [Br:17][C:5]1[CH:6]=[CH:7][C:8]2[NH:9][C:10]3[C:15](=[CH:14][C:13]([Br:18])=[CH:12][CH:11]=3)[C:2]([CH3:16])([CH3:1])[C:3]=2[CH:4]=1, predict the reactants needed to synthesize it. (5) The reactants are: [OH:1][C:2]1[CH:11]=[CH:10][CH:9]=[C:8]2[C:3]=1[CH:4]=[CH:5][N:6]=[CH:7]2.C(N(CC)CC)C.[C:19](Cl)(=[O:26])[C:20]1[CH:25]=[CH:24][CH:23]=[CH:22][CH:21]=1. Given the product [C:19]([O:1][C:2]1[CH:11]=[CH:10][CH:9]=[C:8]2[C:3]=1[CH:4]=[CH:5][N:6]=[CH:7]2)(=[O:26])[C:20]1[CH:25]=[CH:24][CH:23]=[CH:22][CH:21]=1, predict the reactants needed to synthesize it. (6) The reactants are: [CH2:1]([O:3][C:4]1[CH:5]=[C:6]([C@H:12]([N:17]2[C:25](=[O:26])[C:24]3[C:19](=[CH:20][CH:21]=[CH:22][C:23]=3[NH:27][C:28](=[O:32])[CH:29]([CH3:31])[CH3:30])[CH2:18]2)[CH2:13][CH2:14][NH:15][OH:16])[CH:7]=[CH:8][C:9]=1[O:10][CH3:11])[CH3:2].[O-:33][C:34]#[N:35].[K+]. Given the product [NH2:35][C:34]([N:15]([CH2:14][CH2:13][C@@H:12]([N:17]1[C:25](=[O:26])[C:24]2[C:19](=[CH:20][CH:21]=[CH:22][C:23]=2[NH:27][C:28](=[O:32])[CH:29]([CH3:31])[CH3:30])[CH2:18]1)[C:6]1[CH:7]=[CH:8][C:9]([O:10][CH3:11])=[C:4]([O:3][CH2:1][CH3:2])[CH:5]=1)[OH:16])=[O:33], predict the reactants needed to synthesize it. (7) Given the product [NH2:13][C:12]1[C:2]([Cl:1])=[CH:3][C:4]2[NH:9][C:8](=[O:10])[CH2:7][O:6][C:5]=2[CH:11]=1, predict the reactants needed to synthesize it. The reactants are: [Cl:1][C:2]1[C:12]([N+:13]([O-])=O)=[CH:11][C:5]2[O:6][CH2:7][C:8](=[O:10])[NH:9][C:4]=2[CH:3]=1.CCOC(C)=O.CO.CCN(CC)CC. (8) Given the product [CH3:1][C:2]1[CH:3]=[CH:4][C:5]([C:19]2[CH:20]=[N:21][CH:22]=[CH:23][C:18]=2[CH3:17])=[C:6]([CH:10]=1)[C:7]([OH:9])=[O:8], predict the reactants needed to synthesize it. The reactants are: [CH3:1][C:2]1[CH:3]=[CH:4][C:5](C2C=NN(C)C=2)=[C:6]([CH:10]=1)[C:7]([OH:9])=[O:8].[CH3:17][C:18]1[CH:23]=[CH:22][N:21]=[CH:20][C:19]=1B(O)O.